From a dataset of Reaction yield outcomes from USPTO patents with 853,638 reactions. Predict the reaction yield, written as a fraction of the theoretical maximum amount of product (1.0 means a 100% yield; for example, 0.34 means a 34% yield). (1) The reactants are [Cl:1][C:2]1[CH:7]=[CH:6][N:5]2[C:8](I)=[CH:9][N:10]=[C:4]2[CH:3]=1.[C:12]1(B(O)O)[CH:17]=[CH:16][CH:15]=[CH:14][CH:13]=1.[O-]P([O-])([O-])=O.[K+].[K+].[K+].CCOC(C)=O.O. The catalyst is O.C1C=CC(P(C2C=CC=CC=2)[C-]2C=CC=C2)=CC=1.C1C=CC(P(C2C=CC=CC=2)[C-]2C=CC=C2)=CC=1.Cl[Pd]Cl.[Fe+2]. The product is [Cl:1][C:2]1[CH:7]=[CH:6][N:5]2[C:8]([C:12]3[CH:17]=[CH:16][CH:15]=[CH:14][CH:13]=3)=[CH:9][N:10]=[C:4]2[CH:3]=1. The yield is 0.960. (2) The reactants are Br[C:2]1[CH:7]=[CH:6][CH:5]=[C:4]([N+:8]([O-:10])=[O:9])[CH:3]=1.[CH3:11][NH2:12]. The catalyst is O.C(OCC)(=O)C.[Cu]. The product is [CH3:11][NH:12][C:2]1[CH:7]=[CH:6][CH:5]=[C:4]([N+:8]([O-:10])=[O:9])[CH:3]=1. The yield is 0.840. (3) The reactants are [OH:1][CH:2]([C:23]1[CH:24]=[N:25][CH:26]=[CH:27][CH:28]=1)[CH:3]([C:13]1[CH:22]=[CH:21][C:20]2[C:15](=[CH:16][CH:17]=[CH:18][CH:19]=2)[CH:14]=1)[CH2:4][NH:5][C:6](=O)OC(C)(C)C.B.C1COCC1.C([O-])(O)=O.[Na+]. The catalyst is C1COCC1. The product is [CH3:6][NH:5][CH2:4][CH:3]([C:13]1[CH:22]=[CH:21][C:20]2[C:15](=[CH:16][CH:17]=[CH:18][CH:19]=2)[CH:14]=1)[CH:2]([C:23]1[CH:24]=[N:25][CH:26]=[CH:27][CH:28]=1)[OH:1]. The yield is 0.947. (4) The reactants are [CH3:1][C:2]1[CH:3]=[C:4]([CH2:7][CH2:8][OH:9])[S:5][CH:6]=1.C(N(C(C)C)CC)(C)C.[CH3:19][C:20]([Si:23](Cl)([CH3:25])[CH3:24])([CH3:22])[CH3:21]. The catalyst is C(Cl)Cl. The product is [C:20]([Si:23]([CH3:25])([CH3:24])[O:9][CH2:8][CH2:7][C:4]1[S:5][CH:6]=[C:2]([CH3:1])[CH:3]=1)([CH3:22])([CH3:21])[CH3:19]. The yield is 0.940. (5) The reactants are [CH3:1][C:2]1[N:7]=[C:6]([NH2:8])[CH:5]=[CH:4][N:3]=1.Br[C:10]1[C:11](=[O:18])[N:12]([CH3:17])[CH:13]=[C:14]([Br:16])[CH:15]=1. No catalyst specified. The product is [Br:16][C:14]1[CH:15]=[C:10]([NH:8][C:6]2[CH:5]=[CH:4][N:3]=[C:2]([CH3:1])[N:7]=2)[C:11](=[O:18])[N:12]([CH3:17])[CH:13]=1. The yield is 0.500. (6) The reactants are [H-].[Na+].[C:3]1([NH:9][C:10]([C:12]2[NH:13][CH:14]=[CH:15][N:16]=2)=[O:11])[CH:8]=[CH:7][CH:6]=[CH:5][CH:4]=1.C1(P(C2C=CC=CC=2)(=O)[NH2:24])C=CC=CC=1.S([O-])([O-])(=O)=S.[Na+].[Na+]. The catalyst is CN(C=O)C. The product is [NH2:24][N:16]1[CH:15]=[CH:14][N:13]=[C:12]1[C:10]([NH:9][C:3]1[CH:4]=[CH:5][CH:6]=[CH:7][CH:8]=1)=[O:11]. The yield is 0.760. (7) The reactants are [NH2:1][C:2]1[S:3][C:4]2[C:10]([N:11]3[CH2:16][CH2:15][O:14][CH2:13][CH2:12]3)=[CH:9][CH:8]=[C:7]([O:17][CH3:18])[C:5]=2[N:6]=1.[C:19](Cl)(Cl)=[O:20].[NH:23]1[CH2:28][CH2:27][O:26][CH2:25][CH2:24]1. No catalyst specified. The product is [CH3:18][O:17][C:7]1[C:5]2[N:6]=[C:2]([NH:1][C:19]([N:23]3[CH2:28][CH2:27][O:26][CH2:25][CH2:24]3)=[O:20])[S:3][C:4]=2[C:10]([N:11]2[CH2:16][CH2:15][O:14][CH2:13][CH2:12]2)=[CH:9][CH:8]=1. The yield is 0.250.